From a dataset of Peptide-MHC class I binding affinity with 185,985 pairs from IEDB/IMGT. Regression. Given a peptide amino acid sequence and an MHC pseudo amino acid sequence, predict their binding affinity value. This is MHC class I binding data. (1) The peptide sequence is LIVSLCPTK. The MHC is HLA-A33:01 with pseudo-sequence HLA-A33:01. The binding affinity (normalized) is 0.328. (2) The peptide sequence is TSADRAVVL. The MHC is HLA-E01:03 with pseudo-sequence HLA-E01:03. The binding affinity (normalized) is 0.0230. (3) The peptide sequence is ISYTYNDNW. The MHC is HLA-B27:05 with pseudo-sequence HLA-B27:05. The binding affinity (normalized) is 0.0847. (4) The peptide sequence is VGSQGENQLY. The MHC is HLA-A68:02 with pseudo-sequence HLA-A68:02. The binding affinity (normalized) is 0. (5) The peptide sequence is IVTMMKYCSY. The MHC is HLA-A11:01 with pseudo-sequence HLA-A11:01. The binding affinity (normalized) is 0.696. (6) The peptide sequence is QARQMVQAM. The MHC is HLA-B15:01 with pseudo-sequence HLA-B15:01. The binding affinity (normalized) is 0.468.